Dataset: Forward reaction prediction with 1.9M reactions from USPTO patents (1976-2016). Task: Predict the product of the given reaction. (1) The product is: [Cl:1][C:2]1[CH:10]=[C:9]2[C:5](/[C:6](=[CH:16]/[C:15]3[CH:18]=[CH:19][CH:20]=[C:13]([Cl:12])[CH:14]=3)/[C:7](=[O:11])[NH:8]2)=[CH:4][CH:3]=1. Given the reactants [Cl:1][C:2]1[CH:10]=[C:9]2[C:5]([CH2:6][C:7](=[O:11])[NH:8]2)=[CH:4][CH:3]=1.[Cl:12][C:13]1[CH:14]=[C:15]([CH:18]=[CH:19][CH:20]=1)[CH:16]=O.N1CCCC1, predict the reaction product. (2) Given the reactants [Cl:1][C:2]1[S:3][C:4]([C:7](N(OC)C)=[O:8])=[CH:5][N:6]=1.[CH3:13][Mg]Cl, predict the reaction product. The product is: [Cl:1][C:2]1[S:3][C:4]([C:7](=[O:8])[CH3:13])=[CH:5][N:6]=1.